From a dataset of CYP2D6 inhibition data for predicting drug metabolism from PubChem BioAssay. Regression/Classification. Given a drug SMILES string, predict its absorption, distribution, metabolism, or excretion properties. Task type varies by dataset: regression for continuous measurements (e.g., permeability, clearance, half-life) or binary classification for categorical outcomes (e.g., BBB penetration, CYP inhibition). Dataset: cyp2d6_veith. (1) The compound is CN(C)c1ncc2nc(CCc3ccccc3)c(=O)n(CCC#N)c2n1. The result is 1 (inhibitor). (2) The drug is CCOC(=O)c1[nH]c(C)c(C(=O)N2CCC3(CC2)OCCO3)c1C. The result is 0 (non-inhibitor). (3) The compound is O=C(Nc1cccc(F)c1)N1CCCC2(CCN(C(=O)c3ccco3)CC2)C1. The result is 0 (non-inhibitor). (4) The drug is CC(C)(C)C(=O)Nc1ccnc(-c2cccnc2)n1. The result is 0 (non-inhibitor). (5) The molecule is CN(C)[C@@H]1C(=O)C(C(N)=O)=C(O)[C@]2(O)C(=O)C3=C(O)c4c(O)cccc4[C@](C)(O)[C@H]3C[C@@H]12.CS(=O)(=O)O. The result is 0 (non-inhibitor). (6) The compound is c1nc(N2CCNCC2)c2cc(-c3ccc4c(c3)OCO4)ccc2n1. The result is 1 (inhibitor). (7) The molecule is CCOc1c(Cl)cc(Cl)cc1CNCCNCCO.Cl. The result is 1 (inhibitor). (8) The molecule is CCN(CC)CCn1ncc2c(N)ncnc21. The result is 0 (non-inhibitor). (9) The drug is CCOC(=O)CCCNC(=O)CCCNC(=O)C(c1ccccc1)c1ccccc1. The result is 1 (inhibitor). (10) The compound is CN(Cc1ccccc1)C(=O)CC(c1ccccc1)c1cc(Cl)ccc1O. The result is 1 (inhibitor).